This data is from Forward reaction prediction with 1.9M reactions from USPTO patents (1976-2016). The task is: Predict the product of the given reaction. (1) Given the reactants [F:1][C:2]([F:23])([F:22])[O:3][C:4]1[CH:5]=[C:6]([C:10]2[C:14]3[CH2:15][N:16]([C:19](=[O:21])[CH3:20])[CH2:17][CH2:18][C:13]=3[NH:12][N:11]=2)[CH:7]=[CH:8][CH:9]=1.[F:24][C:25]1[CH:26]=[C:27]([F:35])[C:28]2[CH2:29][C@H:30]3[O:34][C@H:31]3[C:32]=2[CH:33]=1.C([O-])([O-])=O.[K+].[K+].O, predict the reaction product. The product is: [F:35][C:27]1[CH:26]=[C:25]([F:24])[CH:33]=[C:32]2[C:28]=1[CH2:29][C@@H:30]([OH:34])[C@@H:31]2[N:12]1[C:13]2[CH2:18][CH2:17][N:16]([C:19](=[O:21])[CH3:20])[CH2:15][C:14]=2[C:10]([C:6]2[CH:7]=[CH:8][CH:9]=[C:4]([O:3][C:2]([F:1])([F:22])[F:23])[CH:5]=2)=[N:11]1. (2) Given the reactants [NH2:1][C:2]1[C:3]([C:20]([NH:22][NH:23][C:24]([C:26]2[CH:40]=[CH:39][C:29]([CH2:30][NH:31][C:32](=[O:38])[O:33][C:34]([CH3:37])([CH3:36])[CH3:35])=[CH:28][CH:27]=2)=[O:25])=O)=[N:4][C:5]([C:8]2[CH:13]=[CH:12][C:11]([S:14]([CH:17]([CH3:19])[CH3:18])(=[O:16])=[O:15])=[CH:10][CH:9]=2)=[CH:6][N:7]=1.CCN(C(C)C)C(C)C.BrP(Br)(C1C=CC=CC=1)(C1C=CC=CC=1)C1C=CC=CC=1, predict the reaction product. The product is: [NH2:1][C:2]1[C:3]([C:20]2[O:25][C:24]([C:26]3[CH:27]=[CH:28][C:29]([CH2:30][NH:31][C:32](=[O:38])[O:33][C:34]([CH3:35])([CH3:37])[CH3:36])=[CH:39][CH:40]=3)=[N:23][N:22]=2)=[N:4][C:5]([C:8]2[CH:9]=[CH:10][C:11]([S:14]([CH:17]([CH3:19])[CH3:18])(=[O:16])=[O:15])=[CH:12][CH:13]=2)=[CH:6][N:7]=1. (3) Given the reactants [CH2:1]([O:8][N:9]1[C:15](=[O:16])[N:14]2[CH2:17][C@H:10]1[CH2:11][CH2:12][C@H:13]2[C:18]([OH:20])=O)[C:2]1[CH:7]=[CH:6][CH:5]=[CH:4][CH:3]=1.[NH2:21][O:22][CH2:23][C:24]1[N:25]=[CH:26][N:27]([C:29]([O:31][C:32]([CH3:35])([CH3:34])[CH3:33])=[O:30])[CH:28]=1.ON1C2C=CC=CC=2N=N1, predict the reaction product. The product is: [CH2:1]([O:8][N:9]1[C:15](=[O:16])[N:14]2[CH2:17][C@H:10]1[CH2:11][CH2:12][C@H:13]2[C:18]([NH:21][O:22][CH2:23][C:24]1[N:25]=[CH:26][N:27]([C:29]([O:31][C:32]([CH3:35])([CH3:34])[CH3:33])=[O:30])[CH:28]=1)=[O:20])[C:2]1[CH:3]=[CH:4][CH:5]=[CH:6][CH:7]=1. (4) Given the reactants [CH3:1][C:2]1[N:7]=[C:6]2[S:8][C:9]3[CH2:14][CH2:13][CH2:12][CH2:11][C:10]=3[C:5]2=[C:4]([C:15]2[CH:20]=[CH:19][CH:18]=[CH:17][C:16]=2[F:21])[C:3]=1[CH2:22][C:23]([O:25][CH3:26])=[O:24].[Li+].C[Si]([N-][Si](C)(C)C)(C)C.[CH2:37]1[CH2:41]OC[CH2:38]1.ICCC, predict the reaction product. The product is: [CH3:1][C:2]1[N:7]=[C:6]2[S:8][C:9]3[CH2:14][CH2:13][CH2:12][CH2:11][C:10]=3[C:5]2=[C:4]([C:15]2[CH:20]=[CH:19][CH:18]=[CH:17][C:16]=2[F:21])[C:3]=1[CH:22]([CH2:38][CH2:37][CH3:41])[C:23]([O:25][CH3:26])=[O:24].